Task: Predict the reactants needed to synthesize the given product.. Dataset: Full USPTO retrosynthesis dataset with 1.9M reactions from patents (1976-2016) (1) Given the product [O:6]1[CH2:7][CH2:8][CH2:9][CH2:10][CH:5]1[O:4][CH2:3][CH2:2][N:15]1[CH2:16][CH2:17][CH:12]([OH:11])[CH2:13][CH2:14]1, predict the reactants needed to synthesize it. The reactants are: Br[CH2:2][CH2:3][O:4][CH:5]1[CH2:10][CH2:9][CH2:8][CH2:7][O:6]1.[OH:11][CH:12]1[CH2:17][CH2:16][NH:15][CH2:14][CH2:13]1.C(=O)([O-])[O-].[K+].[K+].ClCCl. (2) Given the product [N:15]1([C:14]2[C:9](=[O:8])[NH:10][CH:11]=[CH:12][CH:13]=2)[CH2:16][CH2:17][NH:18][CH2:19][CH2:20]1, predict the reactants needed to synthesize it. The reactants are: C([O:8][C:9]1[C:14]([N:15]2[CH2:20][CH2:19][N:18](C(OCC3C=CC=CC=3)=O)[CH2:17][CH2:16]2)=[CH:13][CH:12]=[CH:11][N:10]=1)C1C=CC=CC=1. (3) Given the product [OH:1][C@H:2]1[CH2:7][CH2:6][CH2:5][CH2:4][C@@H:3]1[N:8]1[C:17](=[O:18])[C:16]2[C:11](=[C:12]3[CH:32]=[CH:31][N:30]=[CH:29][C:13]3=[C:14]([CH2:19][C:20]3[CH:25]=[CH:24][C:23]([CH:26]([OH:28])[CH:27]=[CH2:33])=[CH:22][CH:21]=3)[CH:15]=2)[N:10]=[CH:9]1, predict the reactants needed to synthesize it. The reactants are: [OH:1][C@H:2]1[CH2:7][CH2:6][CH2:5][CH2:4][C@@H:3]1[N:8]1[C:17](=[O:18])[C:16]2[C:11](=[C:12]3[CH:32]=[CH:31][N:30]=[CH:29][C:13]3=[C:14]([CH2:19][C:20]3[CH:25]=[CH:24][C:23]([CH:26]([OH:28])[CH3:27])=[CH:22][CH:21]=3)[CH:15]=2)[N:10]=[CH:9]1.[CH3:33][Mg]Br. (4) Given the product [Br:1][C:2]1[C:7]2[CH2:8][CH:9]([CH:11]=[O:12])[O:10][C:6]=2[C:5]([Cl:13])=[CH:4][CH:3]=1, predict the reactants needed to synthesize it. The reactants are: [Br:1][C:2]1[C:7]2[CH2:8][CH:9]([CH2:11][OH:12])[O:10][C:6]=2[C:5]([Cl:13])=[CH:4][CH:3]=1.CC(OI1(OC(C)=O)(OC(C)=O)OC(=O)C2C=CC=CC1=2)=O. (5) Given the product [NH2:11][C:9]1[N:8]=[CH:7][N:6]=[C:5]2[N:4]([CH2:13][C:14]3[O:15][C:16](=[O:30])[C:17]4[C:22]([C:23]=3[C:24]3[CH:25]=[CH:26][CH:27]=[CH:28][CH:29]=3)=[CH:21][CH:20]=[CH:19][CH:18]=4)[N:3]=[C:2]([I:1])[C:10]=12, predict the reactants needed to synthesize it. The reactants are: [I:1][C:2]1[C:10]2[C:5](=[N:6][CH:7]=[N:8][C:9]=2[NH2:11])[NH:4][N:3]=1.Br[CH2:13][C:14]1[O:15][C:16](=[O:30])[C:17]2[C:22]([C:23]=1[C:24]1[CH:29]=[CH:28][CH:27]=[CH:26][CH:25]=1)=[CH:21][CH:20]=[CH:19][CH:18]=2.C([O-])([O-])=O.[K+].[K+]. (6) Given the product [C:16]([O:15][C:13](=[O:14])[NH:1][C@H:2]([CH2:11][OH:12])[C@H:3]([OH:4])[C:5]1[CH:6]=[CH:7][CH:8]=[CH:9][CH:10]=1)([CH3:19])([CH3:18])[CH3:17], predict the reactants needed to synthesize it. The reactants are: [NH2:1][C@H:2]([CH2:11][OH:12])[C@@H:3]([C:5]1[CH:10]=[CH:9][CH:8]=[CH:7][CH:6]=1)[OH:4].[C:13](O[C:13]([O:15][C:16]([CH3:19])([CH3:18])[CH3:17])=[O:14])([O:15][C:16]([CH3:19])([CH3:18])[CH3:17])=[O:14]. (7) The reactants are: [Cl:1][C:2]([Cl:35])([Cl:34])[CH2:3][O:4][C:5]([N:7]1[CH2:12][C:11]([NH:13][C:14]([O:16][C:17]([CH3:20])([CH3:19])[CH3:18])=[O:15])=[N:10][C:9]([CH:31]([F:33])[F:32])([C:21]2[CH:26]=[C:25]([N+:27]([O-])=O)[CH:24]=[CH:23][C:22]=2[F:30])[CH2:8]1)=[O:6].[NH4+].[Cl-]. Given the product [Cl:35][C:2]([Cl:1])([Cl:34])[CH2:3][O:4][C:5]([N:7]1[CH2:12][C:11]([NH:13][C:14]([O:16][C:17]([CH3:19])([CH3:20])[CH3:18])=[O:15])=[N:10][C:9]([C:21]2[CH:26]=[C:25]([NH2:27])[CH:24]=[CH:23][C:22]=2[F:30])([CH:31]([F:32])[F:33])[CH2:8]1)=[O:6], predict the reactants needed to synthesize it. (8) The reactants are: Br[CH2:2][C:3]1[CH:4]=[C:5]2[C:10](=[N:11][C:12]=1[O:13][CH3:14])[N:9]([C@@H:15]([CH:25]([CH3:27])[CH3:26])[CH2:16][O:17][Si:18]([C:21]([CH3:24])([CH3:23])[CH3:22])([CH3:20])[CH3:19])[CH:8]=[C:7]([C:28]([O:30][CH2:31][CH3:32])=[O:29])[C:6]2=[O:33].[F:34][C:35]1[CH:41]=[C:40]([F:42])[CH:39]=[C:38]([F:43])[C:36]=1[NH2:37].C(=O)([O-])[O-].[K+].[K+].Cl. Given the product [Si:18]([O:17][CH2:16][C@@H:15]([N:9]1[C:10]2[C:5](=[CH:4][C:3]([CH2:2][NH:37][C:36]3[C:35]([F:34])=[CH:41][C:40]([F:42])=[CH:39][C:38]=3[F:43])=[C:12]([O:13][CH3:14])[N:11]=2)[C:6](=[O:33])[C:7]([C:28]([O:30][CH2:31][CH3:32])=[O:29])=[CH:8]1)[CH:25]([CH3:27])[CH3:26])([C:21]([CH3:23])([CH3:24])[CH3:22])([CH3:19])[CH3:20], predict the reactants needed to synthesize it. (9) Given the product [F:2][C:3]1[CH:8]=[CH:7][C:6]([CH:9]([C:17]2[CH:18]=[CH:19][C:20]([F:23])=[CH:21][CH:22]=2)[CH:10]2[C:15](=[O:16])[CH2:14][CH2:13][N:12]([CH2:31][C:30]3[CH:33]=[CH:34][C:27]([N+:24]([O-:26])=[O:25])=[CH:28][CH:29]=3)[CH2:11]2)=[CH:5][CH:4]=1, predict the reactants needed to synthesize it. The reactants are: Cl.[F:2][C:3]1[CH:8]=[CH:7][C:6]([CH:9]([C:17]2[CH:22]=[CH:21][C:20]([F:23])=[CH:19][CH:18]=2)[CH:10]2[C:15](=[O:16])[CH2:14][CH2:13][NH:12][CH2:11]2)=[CH:5][CH:4]=1.[N+:24]([C:27]1[CH:34]=[CH:33][C:30]([CH2:31]Br)=[CH:29][CH:28]=1)([O-:26])=[O:25].C(=O)([O-])[O-].[K+].[K+]. (10) Given the product [Br-:10].[CH2:11]([C:28]1[C:27]2[C:22](=[CH:23][CH:24]=[CH:25][CH:26]=2)[CH:21]=[C:20]([CH3:19])[C:29]=1[N+:3]1[C:2]([Cl:1])=[C:6]([Cl:7])[NH:5][CH:4]=1)[CH2:12][CH2:13][CH2:14][CH3:15], predict the reactants needed to synthesize it. The reactants are: [Cl:1][C:2]1[N:3]=[CH:4][NH:5][C:6]=1[Cl:7].[OH-].[K+].[Br:10][CH2:11][CH2:12][CH2:13][CH2:14][CH3:15].[K+].[Br-].Br[CH2:19][C:20]1[CH:29]=[CH:28][C:27]2[C:22](=[CH:23][CH:24]=[CH:25][CH:26]=2)[CH:21]=1.